From a dataset of NCI-60 drug combinations with 297,098 pairs across 59 cell lines. Regression. Given two drug SMILES strings and cell line genomic features, predict the synergy score measuring deviation from expected non-interaction effect. (1) Drug 1: CC12CCC3C(C1CCC2=O)CC(=C)C4=CC(=O)C=CC34C. Cell line: SF-539. Synergy scores: CSS=14.7, Synergy_ZIP=-2.04, Synergy_Bliss=-3.90, Synergy_Loewe=-2.15, Synergy_HSA=-2.64. Drug 2: C1=CC(=CC=C1C#N)C(C2=CC=C(C=C2)C#N)N3C=NC=N3. (2) Drug 1: CCCS(=O)(=O)NC1=C(C(=C(C=C1)F)C(=O)C2=CNC3=C2C=C(C=N3)C4=CC=C(C=C4)Cl)F. Drug 2: CCC1(CC2CC(C3=C(CCN(C2)C1)C4=CC=CC=C4N3)(C5=C(C=C6C(=C5)C78CCN9C7C(C=CC9)(C(C(C8N6C)(C(=O)OC)O)OC(=O)C)CC)OC)C(=O)OC)O.OS(=O)(=O)O. Cell line: OVCAR-8. Synergy scores: CSS=53.8, Synergy_ZIP=13.0, Synergy_Bliss=15.0, Synergy_Loewe=-22.9, Synergy_HSA=13.1.